Dataset: Reaction yield outcomes from USPTO patents with 853,638 reactions. Task: Predict the reaction yield, written as a fraction of the theoretical maximum amount of product (1.0 means a 100% yield; for example, 0.34 means a 34% yield). The reactants are [Cl:1][S:2]([OH:5])(=O)=[O:3].[NH:6]1[C:14]2[C:9](=[CH:10][CH:11]=[CH:12][CH:13]=2)[CH2:8][C:7]1=[O:15]. The yield is 0.500. The catalyst is O. The product is [Cl:1][S:2]([C:11]1[CH:10]=[C:9]2[C:14](=[CH:13][CH:12]=1)[NH:6][C:7](=[O:15])[CH2:8]2)(=[O:5])=[O:3].